From a dataset of Forward reaction prediction with 1.9M reactions from USPTO patents (1976-2016). Predict the product of the given reaction. Given the reactants C(OC([NH:8][C:9]1([C:13]2[CH:18]=[CH:17][C:16]([C:19]3[C:36]([C:37]4[CH:42]=[CH:41][CH:40]=[CH:39][CH:38]=4)=[CH:35][N:22]4[N:23]=[C:24]5[C:29]([CH:28]=[CH:27][CH:26]=[C:25]5/[CH:30]=[CH:31]/[C:32]([NH2:34])=[O:33])=[C:21]4[N:20]=3)=[CH:15][CH:14]=2)[CH2:12][CH2:11][CH2:10]1)=O)(C)(C)C, predict the reaction product. The product is: [NH2:8][C:9]1([C:13]2[CH:18]=[CH:17][C:16]([C:19]3[C:36]([C:37]4[CH:38]=[CH:39][CH:40]=[CH:41][CH:42]=4)=[CH:35][N:22]4[N:23]=[C:24]5[C:29]([CH:28]=[CH:27][CH:26]=[C:25]5/[CH:30]=[CH:31]/[C:32]([NH2:34])=[O:33])=[C:21]4[N:20]=3)=[CH:15][CH:14]=2)[CH2:10][CH2:11][CH2:12]1.